From a dataset of Forward reaction prediction with 1.9M reactions from USPTO patents (1976-2016). Predict the product of the given reaction. (1) Given the reactants Cl[C:2]1[C:11]([C:12]([O:14][CH2:15][CH3:16])=[O:13])=[CH:10][C:9]2[C:4](=[CH:5][CH:6]=[CH:7][CH:8]=2)[N:3]=1.[CH3:17][O:18][C:19]1[CH:24]=[CH:23][CH:22]=[CH:21][C:20]=1B(O)O.C([O-])([O-])=O.[K+].[K+], predict the reaction product. The product is: [CH3:17][O:18][C:19]1[CH:24]=[CH:23][CH:22]=[CH:21][C:20]=1[C:2]1[C:11]([C:12]([O:14][CH2:15][CH3:16])=[O:13])=[CH:10][C:9]2[C:4](=[CH:5][CH:6]=[CH:7][CH:8]=2)[N:3]=1. (2) Given the reactants [F:1][C:2]1[CH:11]=[CH:10][CH:9]=[C:8]2[C:3]=1[CH:4]=[CH:5][CH:6]=[C:7]2[OH:12].C(N(C(C)C)C(C)C)C.Cl[CH2:23][O:24][CH3:25].C(=O)([O-])[O-].[Na+].[Na+], predict the reaction product. The product is: [F:1][C:2]1[CH:11]=[CH:10][CH:9]=[C:8]2[C:3]=1[CH:4]=[CH:5][CH:6]=[C:7]2[O:12][CH2:23][O:24][CH3:25]. (3) Given the reactants [Cl:1][C:2]1[CH:7]=[CH:6][C:5]([CH2:8][C:9]([O:11][CH3:12])=[O:10])=[CH:4][CH:3]=1.[CH:13]1(Br)[CH2:17][CH2:16][CH2:15][CH2:14]1, predict the reaction product. The product is: [Cl:1][C:2]1[CH:3]=[CH:4][C:5]([CH:8]([CH:13]2[CH2:17][CH2:16][CH2:15][CH2:14]2)[C:9]([O:11][CH3:12])=[O:10])=[CH:6][CH:7]=1. (4) The product is: [Br:12][C:6]1[C:5]([CH3:9])=[C:4]([CH3:10])[C:3]([OH:11])=[C:2]([CH3:1])[C:7]=1[CH3:8]. Given the reactants [CH3:1][C:2]1[C:7]([CH3:8])=[CH:6][C:5]([CH3:9])=[C:4]([CH3:10])[C:3]=1[OH:11].[Br:12]Br, predict the reaction product. (5) Given the reactants C([O:3][C:4](=[O:29])[CH2:5][C:6]1[C:7]([CH3:28])=[C:8]([S:16][C:17]2[CH:22]=[CH:21][C:20]([S:23]([CH3:26])(=[O:25])=[O:24])=[CH:19][C:18]=2[Cl:27])[N:9]2[C:14]=1[CH:13]=[CH:12][C:11]([F:15])=[CH:10]2)C.C([O:32][C:33](=[O:59])[CH2:34][C:35]1[C:36]([CH3:58])=[C:37]([S:46][C:47]2[CH:52]=[CH:51][C:50]([S:53]([CH3:56])(=[O:55])=[O:54])=[CH:49][C:48]=2[Cl:57])[N:38]2[C:43]=1[CH:42]=[C:41]([Cl:44])[C:40]([F:45])=[CH:39]2)C.C(O)C.[OH-].[Li+], predict the reaction product. The product is: [Cl:27][C:18]1[CH:19]=[C:20]([S:23]([CH3:26])(=[O:25])=[O:24])[CH:21]=[CH:22][C:17]=1[S:16][C:8]1[N:9]2[C:14]([CH:13]=[CH:12][C:11]([F:15])=[CH:10]2)=[C:6]([CH2:5][C:4]([OH:29])=[O:3])[C:7]=1[CH3:28].[Cl:44][C:41]1[C:40]([F:45])=[CH:39][N:38]2[C:43]([CH:42]=1)=[C:35]([CH2:34][C:33]([OH:59])=[O:32])[C:36]([CH3:58])=[C:37]2[S:46][C:47]1[CH:52]=[CH:51][C:50]([S:53]([CH3:56])(=[O:54])=[O:55])=[CH:49][C:48]=1[Cl:57]. (6) The product is: [OH:26][CH2:25][CH2:24][O:23][CH2:22][CH2:21][O:1][C:2]1[CH:3]=[C:4]([C:8](=[O:13])[CH2:9][CH2:10][CH2:11][CH3:12])[CH:5]=[CH:6][CH:7]=1. Given the reactants [OH:1][C:2]1[CH:3]=[C:4]([C:8](=[O:13])[CH2:9][CH2:10][CH2:11][CH3:12])[CH:5]=[CH:6][CH:7]=1.C([O-])([O-])=O.[K+].[K+].Cl[CH2:21][CH2:22][O:23][CH2:24][CH2:25][OH:26], predict the reaction product.